Dataset: Full USPTO retrosynthesis dataset with 1.9M reactions from patents (1976-2016). Task: Predict the reactants needed to synthesize the given product. (1) Given the product [N:9]([CH2:2][CH2:3][CH2:4][CH2:5][CH2:6][CH2:7][OH:8])=[N+:10]=[N-:11], predict the reactants needed to synthesize it. The reactants are: Br[CH2:2][CH2:3][CH2:4][CH2:5][CH2:6][CH2:7][OH:8].[N-:9]=[N+:10]=[N-:11].[Na+].Cl. (2) Given the product [Cl:1][C:2]1[CH:3]=[C:4]([CH:8]([CH2:12][C:13]2[CH:17]=[C:16]([C:18]3[CH:23]=[CH:22][C:21]([Cl:24])=[C:20]([Cl:25])[CH:19]=3)[N:15]([C:26]3[CH:27]=[CH:28][C:29]([O:32][CH2:33][CH3:34])=[CH:30][CH:31]=3)[N:14]=2)[C:9]([OH:11])=[O:10])[CH:5]=[CH:6][CH:7]=1, predict the reactants needed to synthesize it. The reactants are: [Cl:1][C:2]1[CH:3]=[C:4]([C:8](=[CH:12][C:13]2[CH:17]=[C:16]([C:18]3[CH:23]=[CH:22][C:21]([Cl:24])=[C:20]([Cl:25])[CH:19]=3)[N:15]([C:26]3[CH:31]=[CH:30][C:29]([O:32][CH2:33][CH3:34])=[CH:28][CH:27]=3)[N:14]=2)[C:9]([OH:11])=[O:10])[CH:5]=[CH:6][CH:7]=1.S(NN)(C1C=CC(C)=CC=1)(=O)=O.CC([O-])=O.[Na+].